Dataset: Full USPTO retrosynthesis dataset with 1.9M reactions from patents (1976-2016). Task: Predict the reactants needed to synthesize the given product. Given the product [Br:41][C:42]1[C:48]([CH3:49])=[CH:47][CH:46]=[CH:45][C:43]=1[NH:44][C:32](=[O:34])[CH2:31][CH:19]1[NH:18][CH2:23][CH2:22][N:21]([C:24]([O:26][C:27]([CH3:28])([CH3:29])[CH3:30])=[O:25])[CH2:20]1, predict the reactants needed to synthesize it. The reactants are: C1C2C(COC([N:18]3[CH2:23][CH2:22][N:21]([C:24]([O:26][C:27]([CH3:30])([CH3:29])[CH3:28])=[O:25])[CH2:20][CH:19]3[CH2:31][C:32]([OH:34])=O)=O)C3C(=CC=CC=3)C=2C=CC=1.C(Cl)(=O)C(Cl)=O.[Br:41][C:42]1[C:48]([CH3:49])=[CH:47][CH:46]=[CH:45][C:43]=1[NH2:44].C(N(C(C)C)CC)(C)C.N1CCNCC1.